This data is from Catalyst prediction with 721,799 reactions and 888 catalyst types from USPTO. The task is: Predict which catalyst facilitates the given reaction. (1) Reactant: [Cl-].O[NH3+:3].[C:4](=[O:7])([O-])[OH:5].[Na+].CS(C)=O.[CH3:13][S:14][CH2:15][CH2:16][O:17][C@H:18]1[CH2:23][CH2:22][C@H:21]([N:24]2[C:29](=[O:30])[C:28]([CH2:31][C:32]3[CH:37]=[CH:36][C:35]([C:38]4[C:39]([C:44]#[N:45])=[CH:40][CH:41]=[CH:42][CH:43]=4)=[CH:34][CH:33]=3)=[C:27]([CH2:46][CH2:47][CH3:48])[N:26]3[N:49]=[CH:50][N:51]=[C:25]23)[CH2:20][CH2:19]1. Product: [CH3:13][S:14][CH2:15][CH2:16][O:17][C@H:18]1[CH2:23][CH2:22][C@H:21]([N:24]2[C:29](=[O:30])[C:28]([CH2:31][C:32]3[CH:37]=[CH:36][C:35]([C:38]4[CH:43]=[CH:42][CH:41]=[CH:40][C:39]=4[C:44]4[NH:3][C:4](=[O:7])[O:5][N:45]=4)=[CH:34][CH:33]=3)=[C:27]([CH2:46][CH2:47][CH3:48])[N:26]3[N:49]=[CH:50][N:51]=[C:25]23)[CH2:20][CH2:19]1. The catalyst class is: 13. (2) Reactant: [CH2:1]([N:8]1[C:13](=[O:14])[C:12]([O:15][CH3:16])=[C:11](Cl)[CH:10]=[N:9]1)[C:2]1[CH:7]=[CH:6][CH:5]=[CH:4][CH:3]=1.[CH3:18][C:19]1[CH:24]=[CH:23][C:22](B(O)O)=[CH:21][CH:20]=1.C([O-])([O-])=O.[Na+].[Na+]. Product: [CH2:1]([N:8]1[C:13](=[O:14])[C:12]([O:15][CH3:16])=[C:11]([C:22]2[CH:23]=[CH:24][C:19]([CH3:18])=[CH:20][CH:21]=2)[CH:10]=[N:9]1)[C:2]1[CH:7]=[CH:6][CH:5]=[CH:4][CH:3]=1. The catalyst class is: 109. (3) Reactant: [C:1]1([C:23]2[CH:28]=[CH:27][CH:26]=[CH:25][CH:24]=2)[CH:6]=[CH:5][C:4]([CH2:7][S:8]([NH:11]CC2C=CC(OC)=CC=2OC)(=[O:10])=[O:9])=[CH:3][CH:2]=1.C([Li])CCC.[O:34]1[CH2:37][C:36](=[O:38])[CH2:35]1.FC(F)(F)C(O)=O. Product: [C:1]1([C:23]2[CH:24]=[CH:25][CH:26]=[CH:27][CH:28]=2)[CH:2]=[CH:3][C:4]([CH:7]([C:36]2([OH:38])[CH2:37][O:34][CH2:35]2)[S:8]([NH2:11])(=[O:9])=[O:10])=[CH:5][CH:6]=1. The catalyst class is: 134. (4) Reactant: [CH:1]([Mg]Cl)(C)C.[O:6]1[CH2:11][CH2:10][CH:9]([C:12]([O:14]C)=O)[CH2:8][CH2:7]1.Cl.CNOC.[Cl-].[NH4+].C[Mg]Cl. Product: [O:6]1[CH2:7][CH2:8][CH:9]([C:12](=[O:14])[CH3:1])[CH2:10][CH2:11]1. The catalyst class is: 7. (5) Reactant: [F:1][C:2]1([F:54])[CH2:7][CH2:6][CH:5]([C:8]2[C:17]3[C@@H:16]([OH:18])[CH2:15][C:14]([CH3:20])([CH3:19])[CH2:13][C:12]=3[N:11]=[C:10]([CH:21]3[CH2:26][CH2:25][N:24]([C:27]4[N:32]=[CH:31][C:30]([O:33][CH2:34][C@H:35]5[CH2:39][O:38]C(C)(C)[O:36]5)=[CH:29][N:28]=4)[CH2:23][CH2:22]3)[C:9]=2[C@@H:42]([F:53])[C:43]2[CH:48]=[CH:47][C:46]([C:49]([F:52])([F:51])[F:50])=[CH:45][CH:44]=2)[CH2:4][CH2:3]1.Cl.[OH-].[Na+].[Cl-].[Na+]. Product: [F:54][C:2]1([F:1])[CH2:3][CH2:4][CH:5]([C:8]2[C:17]3[C@@H:16]([OH:18])[CH2:15][C:14]([CH3:19])([CH3:20])[CH2:13][C:12]=3[N:11]=[C:10]([CH:21]3[CH2:26][CH2:25][N:24]([C:27]4[N:32]=[CH:31][C:30]([O:33][CH2:34][C@H:35]([OH:36])[CH2:39][OH:38])=[CH:29][N:28]=4)[CH2:23][CH2:22]3)[C:9]=2[C@@H:42]([F:53])[C:43]2[CH:48]=[CH:47][C:46]([C:49]([F:50])([F:52])[F:51])=[CH:45][CH:44]=2)[CH2:6][CH2:7]1. The catalyst class is: 5. (6) Reactant: [CH3:1][C:2]1([CH3:11])[O:6][C@H:5]([C:7](Cl)=[O:8])[C@@H:4]([CH3:10])[O:3]1.[CH2:12]([NH2:19])[C:13]1[CH:18]=[CH:17][CH:16]=[CH:15][CH:14]=1. Product: [CH2:12]([NH:19][C:7]([C@@H:5]1[C@@H:4]([CH3:10])[O:3][C:2]([CH3:11])([CH3:1])[O:6]1)=[O:8])[C:13]1[CH:18]=[CH:17][CH:16]=[CH:15][CH:14]=1. The catalyst class is: 7. (7) Reactant: Br[CH2:2][C:3]1[C:4]([I:10])=[CH:5][C:6]([F:9])=[N:7][CH:8]=1.[N-:11]=[N+:12]=[N-:13].[Na+]. Product: [N:11]([CH2:2][C:3]1[C:4]([I:10])=[CH:5][C:6]([F:9])=[N:7][CH:8]=1)=[N+:12]=[N-:13]. The catalyst class is: 695.